Binary Classification. Given a T-cell receptor sequence (or CDR3 region) and an epitope sequence, predict whether binding occurs between them. From a dataset of TCR-epitope binding with 47,182 pairs between 192 epitopes and 23,139 TCRs. (1) The TCR CDR3 sequence is CASSWDNYEQYF. The epitope is TPGPGVRYPL. Result: 0 (the TCR does not bind to the epitope). (2) The epitope is AYILFTRFFYV. The TCR CDR3 sequence is CSVEATWAGEQYF. Result: 1 (the TCR binds to the epitope). (3) The epitope is LPPAYTNSF. The TCR CDR3 sequence is CASSSSADLTYEQYF. Result: 1 (the TCR binds to the epitope).